Dataset: Catalyst prediction with 721,799 reactions and 888 catalyst types from USPTO. Task: Predict which catalyst facilitates the given reaction. (1) Reactant: [F:1][C:2]([F:29])([C:22]1[CH:27]=[CH:26][C:25]([F:28])=[CH:24][CH:23]=1)[C:3]1[N:4]=[C:5]([NH:15][C:16]2[CH:20]=[C:19]([CH3:21])[NH:18][N:17]=2)[C:6]2[S:11][C:10](S(C)=O)=[N:9][C:7]=2[N:8]=1.C([Mg]Cl)C1C=CC=CC=1.C1COCC1. Product: [F:29][C:2]([F:1])([C:22]1[CH:27]=[CH:26][C:25]([F:28])=[CH:24][CH:23]=1)[C:3]1[N:4]=[C:5]([NH:15][C:16]2[CH:20]=[C:19]([CH3:21])[NH:18][N:17]=2)[C:6]2[S:11][CH:10]=[N:9][C:7]=2[N:8]=1. The catalyst class is: 1. (2) Reactant: [C:1]([O:5][C@@H:6]([C:11]1[C:12]([C:30]2[CH:31]=[CH:32][C:33]3[O:37][CH2:36][CH2:35][C:34]=3[CH:38]=2)=[C:13]2[CH:20]=[CH:19][N:18]([CH2:21][C:22]3[CH:27]=[CH:26][C:25]([F:28])=[C:24]([F:29])[CH:23]=3)[C:14]2=[N:15][C:16]=1[CH3:17])[C:7]([O:9]C)=[O:8])([CH3:4])([CH3:3])[CH3:2].[Li+].[OH-]. Product: [C:1]([O:5][C@@H:6]([C:11]1[C:12]([C:30]2[CH:31]=[CH:32][C:33]3[O:37][CH2:36][CH2:35][C:34]=3[CH:38]=2)=[C:13]2[CH:20]=[CH:19][N:18]([CH2:21][C:22]3[CH:27]=[CH:26][C:25]([F:28])=[C:24]([F:29])[CH:23]=3)[C:14]2=[N:15][C:16]=1[CH3:17])[C:7]([OH:9])=[O:8])([CH3:4])([CH3:2])[CH3:3]. The catalyst class is: 200. (3) Reactant: [F:1][C:2]1[CH:7]=[CH:6][C:5]([C:8]([NH:10][C@@H:11]([CH2:15][CH2:16][C:17]([O:19][CH3:20])=[O:18])[C:12]([OH:14])=O)=[O:9])=[CH:4][CH:3]=1.CCOP(ON1N=NC2C=CC=CC=2C1=O)(OCC)=O.N1C=CN=C1.[CH3:46][S:47]([N:50]1[CH2:55][CH2:54][NH:53][CH2:52][CH2:51]1)(=[O:49])=[O:48]. Product: [F:1][C:2]1[CH:3]=[CH:4][C:5]([C:8]([NH:10][C@H:11]([C:12]([N:53]2[CH2:54][CH2:55][N:50]([S:47]([CH3:46])(=[O:49])=[O:48])[CH2:51][CH2:52]2)=[O:14])[CH2:15][CH2:16][C:17]([O:19][CH3:20])=[O:18])=[O:9])=[CH:6][CH:7]=1. The catalyst class is: 30. (4) Reactant: [C:1]([O:5][C:6]([NH:8][C@@H:9]1[CH2:14][CH2:13][CH2:12][CH2:11][C@@H:10]1[NH:15][C:16]1[C:25]2[C:20](=[CH:21][CH:22]=[C:23]([O:26][CH3:27])[CH:24]=2)[N:19]=[C:18](Cl)[N:17]=1)=[O:7])([CH3:4])([CH3:3])[CH3:2].[CH3:29][O:30][C:31]1[CH:38]=[CH:37][C:34]([CH2:35][NH2:36])=[CH:33][CH:32]=1.C1(P(C2C=CC=CC=2)C2C=CC3C(=CC=CC=3)C=2C2C3C(=CC=CC=3)C=CC=2P(C2C=CC=CC=2)C2C=CC=CC=2)C=CC=CC=1.CC(C)([O-])C.[Na+]. Product: [C:1]([O:5][C:6]([NH:8][C@@H:9]1[CH2:14][CH2:13][CH2:12][CH2:11][C@@H:10]1[NH:15][C:16]1[C:25]2[C:20](=[CH:21][CH:22]=[C:23]([O:26][CH3:27])[CH:24]=2)[N:19]=[C:18]([NH:36][CH2:35][C:34]2[CH:37]=[CH:38][C:31]([O:30][CH3:29])=[CH:32][CH:33]=2)[N:17]=1)=[O:7])([CH3:4])([CH3:3])[CH3:2]. The catalyst class is: 164. (5) Reactant: Cl[C:2]1[N:9]=[CH:8][C:7]([N+:10]([O-:12])=[O:11])=[CH:6][C:3]=1[C:4]#[N:5].C(=O)([O-])[O-].[K+].[K+].[C:19]1([CH2:25][SH:26])[CH:24]=[CH:23][CH:22]=[CH:21][CH:20]=1. Product: [CH2:25]([S:26][C:2]1[N:9]=[CH:8][C:7]([N+:10]([O-:12])=[O:11])=[CH:6][C:3]=1[C:4]#[N:5])[C:19]1[CH:24]=[CH:23][CH:22]=[CH:21][CH:20]=1. The catalyst class is: 7. (6) The catalyst class is: 21. Reactant: [CH2:1]([N:8]1[C:17]2[CH2:16][CH2:15][NH:14][CH2:13][CH2:12][C:11]=2[C:10]([C:18]2[CH:23]=[CH:22][C:21]([Cl:24])=[CH:20][CH:19]=2)=[N:9]1)[C:2]1[CH:7]=[CH:6][CH:5]=[CH:4][CH:3]=1.C([O-])([O-])=O.[Na+].[Na+].[CH3:31][O:32][C:33](=[O:36])[CH2:34]Br. Product: [CH3:31][O:32][C:33](=[O:36])[CH2:34][N:14]1[CH2:15][CH2:16][C:17]2[N:8]([CH2:1][C:2]3[CH:7]=[CH:6][CH:5]=[CH:4][CH:3]=3)[N:9]=[C:10]([C:18]3[CH:23]=[CH:22][C:21]([Cl:24])=[CH:20][CH:19]=3)[C:11]=2[CH2:12][CH2:13]1.